This data is from Forward reaction prediction with 1.9M reactions from USPTO patents (1976-2016). The task is: Predict the product of the given reaction. The product is: [NH:8]1[CH2:13][CH2:12][CH:11]([N:14]2[C:27]3[CH:26]=[CH:25][C:24]([C:28]4[NH:32][N:31]=[N:30][N:29]=4)=[CH:23][C:22]=3[O:21][C:20]3[C:15]2=[CH:16][CH:17]=[CH:18][CH:19]=3)[CH2:10][CH2:9]1. Given the reactants C(OC([N:8]1[CH2:13][CH2:12][CH:11]([N:14]2[C:27]3[CH:26]=[CH:25][C:24]([C:28]4[NH:32][N:31]=[N:30][N:29]=4)=[CH:23][C:22]=3[O:21][C:20]3[C:15]2=[CH:16][CH:17]=[CH:18][CH:19]=3)[CH2:10][CH2:9]1)=O)(C)(C)C.Cl, predict the reaction product.